Dataset: Forward reaction prediction with 1.9M reactions from USPTO patents (1976-2016). Task: Predict the product of the given reaction. (1) Given the reactants [F:1][C:2]1[CH:30]=[CH:29][C:5]([C:6](/[N:8]=[C:9](\[NH:16][C:17]2[NH:21][N:20]=[C:19]([C:22]3[CH:27]=[CH:26][C:25]([F:28])=[CH:24][CH:23]=3)[CH:18]=2)/[NH:10][C:11]([CH3:15])([CH3:14])[CH2:12]O)=[O:7])=[CH:4][CH:3]=1.C1(P(C2C=CC=CC=2)C2C=CC=CC=2)C=CC=CC=1.N(C(OC(C)C)=O)=NC(OC(C)C)=O, predict the reaction product. The product is: [F:1][C:2]1[CH:30]=[CH:29][C:5]([C:6](/[N:8]=[C:9]2\[NH:16][C:17]3[N:21]([N:20]=[C:19]([C:22]4[CH:27]=[CH:26][C:25]([F:28])=[CH:24][CH:23]=4)[CH:18]=3)[CH2:12][C:11]([CH3:15])([CH3:14])[NH:10]\2)=[O:7])=[CH:4][CH:3]=1. (2) The product is: [Cl:1][C:2]1[CH:18]=[CH:17][C:5]([O:6][C:7]2[CH:12]=[N:11][CH:10]=[C:9]3[S:13][C:14]([NH:16][C:21]([NH:20][CH3:19])=[S:22])=[CH:15][C:8]=23)=[CH:4][CH:3]=1. Given the reactants [Cl:1][C:2]1[CH:18]=[CH:17][C:5]([O:6][C:7]2[CH:12]=[N:11][CH:10]=[C:9]3[S:13][C:14]([NH2:16])=[CH:15][C:8]=23)=[CH:4][CH:3]=1.[CH3:19][N:20]=[C:21]=[S:22], predict the reaction product. (3) Given the reactants C([Li])CCC.C(NC(C)C)(C)C.[C:13]([CH2:16][NH:17][C:18]1[CH:30]=[CH:29][C:21]([C:22]([O:24][C:25]([CH3:28])([CH3:27])[CH3:26])=[O:23])=[CH:20][CH:19]=1)(=[O:15])[CH3:14].[CH2:31]([N:38]1[CH2:43][CH2:42][C:41](=[O:44])[CH2:40][CH2:39]1)[C:32]1[CH:37]=[CH:36][CH:35]=[CH:34][CH:33]=1, predict the reaction product. The product is: [CH2:31]([N:38]1[CH2:43][CH2:42][C:41]([CH2:14][C:13]([CH2:16][NH:17][C:18]2[CH:30]=[CH:29][C:21]([C:22]([O:24][C:25]([CH3:26])([CH3:28])[CH3:27])=[O:23])=[CH:20][CH:19]=2)=[O:15])([OH:44])[CH2:40][CH2:39]1)[C:32]1[CH:33]=[CH:34][CH:35]=[CH:36][CH:37]=1.